Predict which catalyst facilitates the given reaction. From a dataset of Catalyst prediction with 721,799 reactions and 888 catalyst types from USPTO. Reactant: [CH2:1]([C:8]12[CH:17]([OH:18])[CH2:16][CH2:15][CH2:14][C:13]1=[C:12]([CH3:19])[C:11](=[O:20])[CH2:10][CH2:9]2)[C:2]1[CH:7]=[CH:6][CH:5]=[CH:4][CH:3]=1. Product: [CH2:1]([C:8]12[CH:17]([OH:18])[CH2:16][CH2:15][CH2:14][CH:13]1[CH:12]([CH3:19])[C:11](=[O:20])[CH2:10][CH2:9]2)[C:2]1[CH:3]=[CH:4][CH:5]=[CH:6][CH:7]=1. The catalyst class is: 78.